This data is from Forward reaction prediction with 1.9M reactions from USPTO patents (1976-2016). The task is: Predict the product of the given reaction. Given the reactants [F:1][C:2]1[CH:7]=[CH:6][C:5](B(O)O)=[CH:4][CH:3]=1.[C:11]([O:15][C:16]([N:18]1[CH2:23][CH:22]=[C:21](OS(C(F)(F)F)(=O)=O)[CH2:20][CH2:19]1)=[O:17])([CH3:14])([CH3:13])[CH3:12], predict the reaction product. The product is: [C:11]([O:15][C:16]([N:18]1[CH2:19][CH:20]=[C:21]([C:5]2[CH:6]=[CH:7][C:2]([F:1])=[CH:3][CH:4]=2)[CH2:22][CH2:23]1)=[O:17])([CH3:14])([CH3:12])[CH3:13].